The task is: Predict the reactants needed to synthesize the given product.. This data is from Full USPTO retrosynthesis dataset with 1.9M reactions from patents (1976-2016). (1) Given the product [CH:27]1([N:13]2[C:14]3=[N:15][CH:16]=[N:17][C:18]([NH2:20])=[C:19]3[C:11]([C:2]3[CH:3]=[CH:4][C:5]4[C:10](=[CH:9][CH:8]=[CH:7][CH:6]=4)[CH:1]=3)=[N:12]2)[CH2:31][CH2:30][CH2:29][CH2:28]1, predict the reactants needed to synthesize it. The reactants are: [CH:1]1[C:10]2[C:5](=[CH:6][CH:7]=[CH:8][CH:9]=2)[CH:4]=[CH:3][C:2]=1[C:11]1[C:19]2[C:14](=[N:15][CH:16]=[N:17][C:18]=2[NH2:20])[NH:13][N:12]=1.C([O-])([O-])=O.[K+].[K+].[CH:27]1(Br)[CH2:31][CH2:30][CH2:29][CH2:28]1.O. (2) Given the product [C:1]([O:5][C:6]([NH:8][CH:9]([C:29]([OH:31])=[O:30])[CH2:10][CH2:11][CH2:12][CH2:13][NH:14][S:15]([C:18]1[C:23]([Cl:24])=[CH:22][CH:21]=[C:20]([N+:25]([O-:27])=[O:26])[C:19]=1[OH:35])(=[O:17])=[O:16])=[O:7])([CH3:3])([CH3:4])[CH3:2], predict the reactants needed to synthesize it. The reactants are: [C:1]([O:5][C:6]([NH:8][CH:9]([C:29]([O:31]C)=[O:30])[CH2:10][CH2:11][CH2:12][CH2:13][NH:14][S:15]([C:18]1[C:23]([Cl:24])=[CH:22][CH:21]=[C:20]([N+:25]([O-:27])=[O:26])[C:19]=1Cl)(=[O:17])=[O:16])=[O:7])([CH3:4])([CH3:3])[CH3:2].[H-].[Na+].[OH2:35]. (3) Given the product [N+:1]([C:4]1[CH:5]=[C:6]2[C:10](=[CH:11][CH:12]=1)[NH:9][C:8]([C:13]([OH:15])=[O:14])=[CH:7]2)([O-:3])=[O:2], predict the reactants needed to synthesize it. The reactants are: [N+:1]([C:4]1[CH:5]=[C:6]2[C:10](=[CH:11][CH:12]=1)[NH:9][C:8]([C:13]([O:15]CC)=[O:14])=[CH:7]2)([O-:3])=[O:2].[OH-].[Li+]. (4) The reactants are: [Br:1][C:2]1[CH:3]=[N:4][C:5]2[C:6]3[N:14]([CH2:15][C:16]4([OH:21])[CH2:20][CH2:19][CH2:18][CH2:17]4)[C:13]([CH2:22][O:23][CH2:24][CH3:25])=[N:12][C:7]=3[CH:8]=[N:9][C:10]=2[CH:11]=1.C1C=C(Cl)C=C(C(OO)=O)C=1.[OH-].[NH4+:38].C1(C)C=CC(S(Cl)(=O)=O)=CC=1. Given the product [NH2:38][C:8]1[C:7]2[N:12]=[C:13]([CH2:22][O:23][CH2:24][CH3:25])[N:14]([CH2:15][C:16]3([OH:21])[CH2:20][CH2:19][CH2:18][CH2:17]3)[C:6]=2[C:5]2[N:4]=[CH:3][C:2]([Br:1])=[CH:11][C:10]=2[N:9]=1, predict the reactants needed to synthesize it. (5) The reactants are: [CH3:1][O:2][C:3]1[C:12]2[NH:11][CH2:10][C@@H:9]3[CH2:13][N:14](C(OC(C)(C)C)=O)[CH2:15][C@@H:8]3[C:7]=2[CH:6]=[CH:5][CH:4]=1.FC(F)(F)C(O)=O. Given the product [CH3:1][O:2][C:3]1[C:12]2[NH:11][CH2:10][C@@H:9]3[CH2:13][NH:14][CH2:15][C@@H:8]3[C:7]=2[CH:6]=[CH:5][CH:4]=1, predict the reactants needed to synthesize it. (6) Given the product [C:1]([O:5][C:6]([NH:8][CH2:9][C:10]1[CH:11]=[C:12]([C:16]2[CH:21]=[CH:20][CH:19]=[C:18]([CH2:22][O:23][C:24]3[CH:29]=[C:28]([CH2:30][CH:31]4[CH2:32][CH2:33]4)[CH:27]=[CH:26][C:25]=3[CH2:34][C:35]([OH:37])=[O:36])[CH:17]=2)[CH:13]=[CH:14][CH:15]=1)=[O:7])([CH3:4])([CH3:2])[CH3:3].[CH2:39]([C:43]1[CH:48]=[CH:47][C:46]([CH2:49][C:50]([OH:52])=[O:51])=[C:45]([O:54][CH2:55][C:56]2[CH:57]=[C:58]([C:62]3[CH:67]=[CH:66][CH:65]=[C:64]([CH2:68][NH:69][C:70]([O:72][C:73]([CH3:76])([CH3:75])[CH3:74])=[O:71])[CH:63]=3)[CH:59]=[CH:60][CH:61]=2)[CH:44]=1)[CH2:40][CH:41]=[CH2:42], predict the reactants needed to synthesize it. The reactants are: [C:1]([O:5][C:6]([NH:8][CH2:9][C:10]1[CH:11]=[C:12]([C:16]2[CH:21]=[CH:20][CH:19]=[C:18]([CH2:22][O:23][C:24]3[CH:29]=[C:28]([CH2:30][CH:31]4[CH2:33][CH2:32]4)[CH:27]=[CH:26][C:25]=3[CH2:34][C:35]([O:37]C)=[O:36])[CH:17]=2)[CH:13]=[CH:14][CH:15]=1)=[O:7])([CH3:4])([CH3:3])[CH3:2].[CH2:39]([C:43]1[CH:48]=[CH:47][C:46]([CH2:49][C:50]([O:52]C)=[O:51])=[C:45]([O:54][CH2:55][C:56]2[CH:57]=[C:58]([C:62]3[CH:67]=[CH:66][CH:65]=[C:64]([CH2:68][NH:69][C:70]([O:72][C:73]([CH3:76])([CH3:75])[CH3:74])=[O:71])[CH:63]=3)[CH:59]=[CH:60][CH:61]=2)[CH:44]=1)[CH2:40][CH:41]=[CH2:42].[OH-].[Na+].Cl.